This data is from Reaction yield outcomes from USPTO patents with 853,638 reactions. The task is: Predict the reaction yield, written as a fraction of the theoretical maximum amount of product (1.0 means a 100% yield; for example, 0.34 means a 34% yield). (1) The reactants are [Br:1][C:2]1[C:10]2[N:9]=[CH:8][NH:7][C:6]=2[CH:5]=[C:4]([Cl:11])[CH:3]=1.[H-].[Na+].[CH3:14][Si:15]([CH3:22])([CH3:21])[CH2:16][CH2:17][O:18][CH2:19]Cl.O. The catalyst is CN(C)C=O. The product is [Br:1][C:2]1[C:10]2[N:9]=[CH:8][N:7]([CH2:19][O:18][CH2:17][CH2:16][Si:15]([CH3:22])([CH3:21])[CH3:14])[C:6]=2[CH:5]=[C:4]([Cl:11])[CH:3]=1. The yield is 0.770. (2) The reactants are [C:1]1([CH2:7][N:8]([CH2:16][C:17]2[CH:22]=[CH:21][CH:20]=[CH:19][CH:18]=2)[C:9]2([C:14]#[N:15])[CH2:13][CH2:12][CH2:11][CH2:10]2)[CH:6]=[CH:5][CH:4]=[CH:3][CH:2]=1.[C:23]1([Li])[CH:28]=[CH:27][CH:26]=[CH:25][CH:24]=1.C(OCCCC)CCC.[BH4-].[Na+].NC(C1C=CC=CC=1)C1(N(C)C)CCCC1. The catalyst is C1COCC1.CO. The product is [NH2:15][CH:14]([C:23]1[CH:28]=[CH:27][CH:26]=[CH:25][CH:24]=1)[C:9]1([N:8]([CH2:7][C:1]2[CH:2]=[CH:3][CH:4]=[CH:5][CH:6]=2)[CH2:16][C:17]2[CH:22]=[CH:21][CH:20]=[CH:19][CH:18]=2)[CH2:13][CH2:12][CH2:11][CH2:10]1. The yield is 0.380. (3) The product is [N:23]([CH2:8][C:7]1[C:2]([CH3:1])=[N:3][C:4]([C:10]([F:13])([F:12])[F:11])=[CH:5][CH:6]=1)=[N+:24]=[N-:25]. The catalyst is C1COCC1. The yield is 0.930. The reactants are [CH3:1][C:2]1[C:7]([CH2:8]O)=[CH:6][CH:5]=[C:4]([C:10]([F:13])([F:12])[F:11])[N:3]=1.C1C=CC(OP(OC2C=CC=CC=2)([N:23]=[N+:24]=[N-:25])=O)=CC=1.N12CCCN=C1CCCCC2. (4) The reactants are C([N:3](CC)CC)C.[F:8][C:9]1[CH:10]=[C:11]([S:16][C:17]2C=[C:19]3[C:25]([NH:26][C:27](=[O:59])[C:28]4[CH:33]=[CH:32][C:31]([N:34]5[CH2:38][CH2:37][C@H:36]([NH:39]C(=O)C(F)(F)F)[CH2:35]5)=[CH:30][C:29]=4[N:46]([CH:53]4[CH2:58][CH2:57][O:56][CH2:55][CH2:54]4)C(=O)C(F)(F)F)=[N:24][NH:23][C:20]3=[N:21][CH:22]=2)[CH:12]=[C:13]([F:15])[CH:14]=1.C(O)CCC.C(=O)([O-])[O-].[K+].[K+]. The catalyst is CO. The product is [NH2:39][C@H:36]1[CH2:37][CH2:38][N:34]([C:31]2[CH:32]=[CH:33][C:28]([C:27]([NH:26][C:25]3[C:19]4[C:20](=[N:21][CH:22]=[C:17]([S:16][C:11]5[CH:10]=[C:9]([F:8])[CH:14]=[C:13]([F:15])[CH:12]=5)[N:3]=4)[NH:23][N:24]=3)=[O:59])=[C:29]([NH:46][CH:53]3[CH2:58][CH2:57][O:56][CH2:55][CH2:54]3)[CH:30]=2)[CH2:35]1. The yield is 0.490. (5) The catalyst is ClCCl.CC(C)=O.CO.C1COCC1. The reactants are Cl.[NH2:2][CH2:3][CH:4]1[CH2:9][CH2:8][CH:7]([C:10]([O:12]C)=[O:11])[CH2:6][CH2:5]1.C(N(CC)CC)C.[CH3:21][C:22]1[CH:27]=[CH:26][C:25]([S:28](Cl)(=[O:30])=[O:29])=[CH:24][CH:23]=1.C(=O)([O-])[O-].[K+].[K+].F[C:39]1[CH:44]=[CH:43][C:42]([CH2:45]N)=[CH:41][CH:40]=1.[OH-].[Na+]. The yield is 0.740. The product is [CH2:45]([N:2]([CH2:3][CH:4]1[CH2:9][CH2:8][CH:7]([C:10]([OH:12])=[O:11])[CH2:6][CH2:5]1)[S:28]([C:25]1[CH:26]=[CH:27][C:22]([CH3:21])=[CH:23][CH:24]=1)(=[O:30])=[O:29])[C:42]1[CH:43]=[CH:44][CH:39]=[CH:40][CH:41]=1.